Dataset: TCR-epitope binding with 47,182 pairs between 192 epitopes and 23,139 TCRs. Task: Binary Classification. Given a T-cell receptor sequence (or CDR3 region) and an epitope sequence, predict whether binding occurs between them. The epitope is HTTDPSFLGRY. The TCR CDR3 sequence is CASKSGYSYNEQFF. Result: 1 (the TCR binds to the epitope).